Dataset: Catalyst prediction with 721,799 reactions and 888 catalyst types from USPTO. Task: Predict which catalyst facilitates the given reaction. (1) Reactant: C[O:2][C:3](=[O:37])[C@H:4]([CH:34]([CH3:36])[CH3:35])[NH:5][C:6](=[O:33])[CH2:7][NH:8][C:9](=[O:32])[C@@H:10]1[CH2:14][CH2:13][CH2:12][N:11]1[C:15](=[O:31])[C@H:16]([CH:28]([CH3:30])[CH3:29])[NH:17][C:18]([O:20][CH2:21][C:22]1[CH:27]=[CH:26][CH:25]=[CH:24][CH:23]=1)=[O:19].[Li+].[OH-].Cl. Product: [C:18]([NH:17][C@H:16]([C:15]([N:11]1[CH2:12][CH2:13][CH2:14][C@H:10]1[C:9]([NH:8][CH2:7][C:6]([NH:5][C@H:4]([C:3]([OH:37])=[O:2])[CH:34]([CH3:36])[CH3:35])=[O:33])=[O:32])=[O:31])[CH:28]([CH3:30])[CH3:29])([O:20][CH2:21][C:22]1[CH:23]=[CH:24][CH:25]=[CH:26][CH:27]=1)=[O:19]. The catalyst class is: 1. (2) Reactant: [F:1][C:2]1[C:7]([C:8]#[N:9])=[C:6]([CH3:10])[C:5]([C:11](=[O:20])[CH2:12][N:13]2[CH2:18][CH2:17][NH:16][CH2:15][C:14]2=[O:19])=[CH:4][CH:3]=1.[CH3:21][C:22]1[C:30]2[CH2:29][O:28][C:27](=[O:31])[C:26]=2[CH:25]=[CH:24][C:23]=1[C@@H:32]1[CH2:34][O:33]1. Product: [F:1][C:2]1[C:7]([C:8]#[N:9])=[C:6]([CH3:10])[C:5]([C:11](=[O:20])[CH2:12][N:13]2[CH2:18][CH2:17][N:16]([CH2:34][C@H:32]([OH:33])[C:23]3[CH:24]=[CH:25][C:26]4[C:27](=[O:31])[O:28][CH2:29][C:30]=4[C:22]=3[CH3:21])[CH2:15][C:14]2=[O:19])=[CH:4][CH:3]=1. The catalyst class is: 14.